The task is: Regression. Given two drug SMILES strings and cell line genomic features, predict the synergy score measuring deviation from expected non-interaction effect.. This data is from NCI-60 drug combinations with 297,098 pairs across 59 cell lines. (1) Drug 1: CN1C(=O)N2C=NC(=C2N=N1)C(=O)N. Drug 2: B(C(CC(C)C)NC(=O)C(CC1=CC=CC=C1)NC(=O)C2=NC=CN=C2)(O)O. Cell line: RXF 393. Synergy scores: CSS=18.5, Synergy_ZIP=2.79, Synergy_Bliss=-1.73, Synergy_Loewe=-65.1, Synergy_HSA=-5.07. (2) Drug 1: C1=CC(=CC=C1CC(C(=O)O)N)N(CCCl)CCCl.Cl. Drug 2: CC1C(C(CC(O1)OC2CC(OC(C2O)C)OC3=CC4=CC5=C(C(=O)C(C(C5)C(C(=O)C(C(C)O)O)OC)OC6CC(C(C(O6)C)O)OC7CC(C(C(O7)C)O)OC8CC(C(C(O8)C)O)(C)O)C(=C4C(=C3C)O)O)O)O. Cell line: CCRF-CEM. Synergy scores: CSS=36.1, Synergy_ZIP=0.448, Synergy_Bliss=1.72, Synergy_Loewe=-1.80, Synergy_HSA=0.0840. (3) Drug 1: CCCS(=O)(=O)NC1=C(C(=C(C=C1)F)C(=O)C2=CNC3=C2C=C(C=N3)C4=CC=C(C=C4)Cl)F. Drug 2: C1=C(C(=O)NC(=O)N1)N(CCCl)CCCl. Cell line: OVCAR-8. Synergy scores: CSS=28.6, Synergy_ZIP=8.36, Synergy_Bliss=9.88, Synergy_Loewe=2.48, Synergy_HSA=8.05. (4) Drug 1: C1CCN(CC1)CCOC2=CC=C(C=C2)C(=O)C3=C(SC4=C3C=CC(=C4)O)C5=CC=C(C=C5)O. Drug 2: C1=NC(=NC(=O)N1C2C(C(C(O2)CO)O)O)N. Cell line: ACHN. Synergy scores: CSS=16.8, Synergy_ZIP=-0.899, Synergy_Bliss=-1.66, Synergy_Loewe=-12.3, Synergy_HSA=-2.41. (5) Drug 1: CCN(CC)CCNC(=O)C1=C(NC(=C1C)C=C2C3=C(C=CC(=C3)F)NC2=O)C. Drug 2: C1CN(P(=O)(OC1)NCCCl)CCCl. Cell line: OVCAR-8. Synergy scores: CSS=0.611, Synergy_ZIP=-3.87, Synergy_Bliss=-10.7, Synergy_Loewe=-8.22, Synergy_HSA=-9.35. (6) Drug 1: CC1CCC2CC(C(=CC=CC=CC(CC(C(=O)C(C(C(=CC(C(=O)CC(OC(=O)C3CCCCN3C(=O)C(=O)C1(O2)O)C(C)CC4CCC(C(C4)OC)O)C)C)O)OC)C)C)C)OC. Drug 2: CS(=O)(=O)CCNCC1=CC=C(O1)C2=CC3=C(C=C2)N=CN=C3NC4=CC(=C(C=C4)OCC5=CC(=CC=C5)F)Cl. Cell line: A498. Synergy scores: CSS=16.0, Synergy_ZIP=4.64, Synergy_Bliss=9.19, Synergy_Loewe=9.43, Synergy_HSA=9.49. (7) Drug 1: C1CCC(CC1)NC(=O)N(CCCl)N=O. Drug 2: CC1=CC2C(CCC3(C2CCC3(C(=O)C)OC(=O)C)C)C4(C1=CC(=O)CC4)C. Cell line: EKVX. Synergy scores: CSS=7.85, Synergy_ZIP=-5.12, Synergy_Bliss=-0.395, Synergy_Loewe=-1.58, Synergy_HSA=1.14. (8) Drug 1: CS(=O)(=O)CCNCC1=CC=C(O1)C2=CC3=C(C=C2)N=CN=C3NC4=CC(=C(C=C4)OCC5=CC(=CC=C5)F)Cl. Drug 2: C1=NC2=C(N1)C(=S)N=CN2. Cell line: SK-MEL-28. Synergy scores: CSS=18.2, Synergy_ZIP=-7.27, Synergy_Bliss=-8.74, Synergy_Loewe=-7.06, Synergy_HSA=-5.53. (9) Drug 1: CC1OCC2C(O1)C(C(C(O2)OC3C4COC(=O)C4C(C5=CC6=C(C=C35)OCO6)C7=CC(=C(C(=C7)OC)O)OC)O)O. Drug 2: CC(C)NC(=O)C1=CC=C(C=C1)CNNC.Cl. Cell line: SK-OV-3. Synergy scores: CSS=11.8, Synergy_ZIP=-1.71, Synergy_Bliss=4.24, Synergy_Loewe=-9.42, Synergy_HSA=2.76.